Task: Predict the reaction yield, written as a fraction of the theoretical maximum amount of product (1.0 means a 100% yield; for example, 0.34 means a 34% yield).. Dataset: Reaction yield outcomes from USPTO patents with 853,638 reactions (1) The reactants are [C:1]12([C:11]3[CH:16]=[CH:15][C:14]([OH:17])=[CH:13][CH:12]=3)[CH2:10][CH:5]3[CH2:6][CH:7]([CH2:9][CH:3]([CH2:4]3)[CH2:2]1)[CH2:8]2.C(=O)([O-])[O-].[K+].[K+].Br[C:25]([CH3:31])([CH3:30])[C:26]([O:28][CH3:29])=[O:27]. The catalyst is CN(C)C=O.C(OCC)(=O)C. The product is [C:1]12([C:11]3[CH:12]=[CH:13][C:14]([O:17][C:25]([CH3:31])([CH3:30])[C:26]([O:28][CH3:29])=[O:27])=[CH:15][CH:16]=3)[CH2:8][CH:7]3[CH2:9][CH:3]([CH2:4][CH:5]([CH2:6]3)[CH2:10]1)[CH2:2]2. The yield is 0.941. (2) The reactants are FC(F)(F)S(O[C:7]1[CH:12]=[C:11]([Cl:13])[CH:10]=[C:9]([C:14]2[N:19]=[N:18][C:17]([NH2:20])=[N:16][C:15]=2[C:21]2[CH:26]=[CH:25][CH:24]=[CH:23][CH:22]=2)[CH:8]=1)(=O)=O.C([Sn](CCCC)(CCCC)[CH:34]1[CH2:36][CH2:35]1)CCC. No catalyst specified. The product is [Cl:13][C:11]1[CH:10]=[C:9]([C:14]2[N:19]=[N:18][C:17]([NH2:20])=[N:16][C:15]=2[C:21]2[CH:26]=[CH:25][CH:24]=[CH:23][CH:22]=2)[CH:8]=[C:7]([CH:34]2[CH2:36][CH2:35]2)[CH:12]=1. The yield is 0.0700. (3) The reactants are Cl.[NH2:2][CH2:3][C:4]1([CH2:10][C:11]([O:13][CH2:14][C:15]2[CH:20]=[CH:19][CH:18]=[CH:17][CH:16]=2)=[O:12])[CH2:9][CH2:8][CH2:7][CH2:6][CH2:5]1.Cl[C:22]([O:24][CH:25]([Cl:27])[CH3:26])=[O:23].CN1CCOCC1. The catalyst is ClCCl. The product is [Cl:27][CH:25]([O:24][C:22]([NH:2][CH2:3][C:4]1([CH2:10][C:11]([O:13][CH2:14][C:15]2[CH:16]=[CH:17][CH:18]=[CH:19][CH:20]=2)=[O:12])[CH2:9][CH2:8][CH2:7][CH2:6][CH2:5]1)=[O:23])[CH3:26]. The yield is 0.980. (4) The reactants are [NH:1]1[CH2:4][CH:3]([O:5][C:6]2[CH:11]=[CH:10][C:9]([N:12]3[CH2:17][CH2:16][C:15]4[N:18]=[C:19]([C:21]5[CH:26]=[CH:25][C:24]([Cl:27])=[CH:23][CH:22]=5)[S:20][C:14]=4[C:13]3=[O:28])=[CH:8][C:7]=2[O:29][CH3:30])[CH2:2]1.[C:31](O)(=O)C.C=O.C([BH3-])#N.[Na+]. The catalyst is O.CO. The product is [Cl:27][C:24]1[CH:23]=[CH:22][C:21]([C:19]2[S:20][C:14]3[C:13](=[O:28])[N:12]([C:9]4[CH:10]=[CH:11][C:6]([O:5][CH:3]5[CH2:4][N:1]([CH3:31])[CH2:2]5)=[C:7]([O:29][CH3:30])[CH:8]=4)[CH2:17][CH2:16][C:15]=3[N:18]=2)=[CH:26][CH:25]=1. The yield is 0.500. (5) The reactants are [F:1][C:2]1[CH:3]=[C:4]2[C:9](=[CH:10][CH:11]=1)[N:8]=[CH:7][C:6](/[CH:12]=[CH:13]/[C:14](=[O:29])[CH2:15][CH2:16][CH2:17][CH2:18][C:19]1[CH:28]=[CH:27][C:26]3[CH2:25][CH2:24][CH2:23][NH:22][C:21]=3[N:20]=1)=[CH:5]2.[BH4-].[Na+].Cl. The catalyst is CO. The product is [F:1][C:2]1[CH:3]=[C:4]2[C:9](=[CH:10][CH:11]=1)[N:8]=[CH:7][C:6](/[CH:12]=[CH:13]/[CH:14]([OH:29])[CH2:15][CH2:16][CH2:17][CH2:18][C:19]1[CH:28]=[CH:27][C:26]3[CH2:25][CH2:24][CH2:23][NH:22][C:21]=3[N:20]=1)=[CH:5]2. The yield is 0.990. (6) The reactants are [CH2:1]([N:5]1[C:14]2[C:13]3[CH2:15][CH2:16][CH2:17][NH:18][C:12]=3[CH:11]=[CH:10][C:9]=2[NH:8][C:7](=[O:19])[C:6]1=[O:20])[CH2:2][CH2:3][CH3:4].CN(C)C=O.ClCCl.[C:29](OC(=O)C)(=[O:31])[CH3:30]. The catalyst is C(N(CC)CC)C. The product is [C:29]([N:18]1[C:12]2[CH:11]=[CH:10][C:9]3[NH:8][C:7](=[O:19])[C:6](=[O:20])[N:5]([CH2:1][CH2:2][CH2:3][CH3:4])[C:14]=3[C:13]=2[CH2:15][CH2:16][CH2:17]1)(=[O:31])[CH3:30]. The yield is 0.190. (7) The reactants are [OH:1][C:2]1[CH:7]=[C:6]([OH:8])[CH:5]=[CH:4][C:3]=1C(=O)C.[N:12]1C=CC=[CH:14][CH:13]=1.P(Cl)(Cl)(Cl)=O.C(=O)([O-])[O-].[Na+].[Na+]. The catalyst is O. The product is [CH3:14][C:13]1[O:1][C:2]2[CH:7]=[C:6]([OH:8])[CH:5]=[CH:4][C:3]=2[N:12]=1. The yield is 0.760.